Predict the product of the given reaction. From a dataset of Forward reaction prediction with 1.9M reactions from USPTO patents (1976-2016). (1) The product is: [CH3:23][O:24][C:25]1[CH:26]=[C:27]([CH:31]=[CH:32][CH:33]=1)[C:28]([NH:22][C:9]1[CH:10]=[CH:11][C:12]([O:13][CH2:14][CH2:15][N:16]2[CH2:21][CH2:20][O:19][CH2:18][CH2:17]2)=[C:7]([C:6]2[N:2]([CH3:1])[N:3]=[CH:4][CH:5]=2)[CH:8]=1)=[O:29]. Given the reactants [CH3:1][N:2]1[C:6]([C:7]2[CH:8]=[C:9]([NH2:22])[CH:10]=[CH:11][C:12]=2[O:13][CH2:14][CH2:15][N:16]2[CH2:21][CH2:20][O:19][CH2:18][CH2:17]2)=[CH:5][CH:4]=[N:3]1.[CH3:23][O:24][C:25]1[CH:26]=[C:27]([CH:31]=[CH:32][CH:33]=1)[C:28](Cl)=[O:29].C(N(CC)CC)C, predict the reaction product. (2) Given the reactants [F:1][C:2]([F:34])([F:33])[C:3]1[CH:4]=[CH:5][C:6]([O:9][C:10]2[CH:11]=[C:12]([CH:16]3[CH2:20][C:19]4([CH2:25][CH2:24][N:23](C(OC(C)(C)C)=O)[CH2:22][CH2:21]4)[O:18][CH2:17]3)[CH:13]=[CH:14][CH:15]=2)=[N:7][CH:8]=1.[ClH:35].O1CCOCC1, predict the reaction product. The product is: [ClH:35].[F:34][C:2]([F:1])([F:33])[C:3]1[CH:4]=[CH:5][C:6]([O:9][C:10]2[CH:11]=[C:12]([CH:16]3[CH2:20][C:19]4([CH2:21][CH2:22][NH:23][CH2:24][CH2:25]4)[O:18][CH2:17]3)[CH:13]=[CH:14][CH:15]=2)=[N:7][CH:8]=1. (3) Given the reactants C(O[C:4](=O)[CH:5](C1C=C(C2C=CC(C(F)(F)F)=CC=2)C=C(C2CCNCC2)C=1)[CH2:6]C(C)C)C.F[C:34](F)(F)C1C=CC(C=O)=CC=1.C(O[BH-](OC(=O)C)OC(=O)C)(=O)C.[Na+].[CH2:59]([O:61][C:62](=[O:101])[CH:63]([C:68]1[CH:69]=[C:70]([C:91]2[CH:96]=[CH:95][C:94]([C:97]([F:100])([F:99])[F:98])=[CH:93][CH:92]=2)[CH:71]=[C:72]([CH:74]2[CH2:79][CH2:78][N:77]([CH2:80][C:81]3[CH:86]=[CH:85][C:84]([C:87]([F:90])([F:89])[F:88])=[CH:83][CH:82]=3)[CH2:76][CH2:75]2)[CH:73]=1)[CH2:64]C(C)C)[CH3:60], predict the reaction product. The product is: [CH2:59]([O:61][C:62](=[O:101])[C:63]([CH2:64][CH3:34])([C:68]1[CH:69]=[C:70]([C:91]2[CH:96]=[CH:95][C:94]([C:97]([F:99])([F:100])[F:98])=[CH:93][CH:92]=2)[CH:71]=[C:72]([CH:74]2[CH2:75][CH2:76][N:77]([CH2:80][C:81]3[CH:82]=[CH:83][C:84]([C:87]([F:90])([F:88])[F:89])=[CH:85][CH:86]=3)[CH2:78][CH2:79]2)[CH:73]=1)[CH2:4][CH2:5][CH3:6])[CH3:60]. (4) Given the reactants [F-].C([N+](CCCC)(CCCC)CCCC)CCC.[Si]([O:36][CH2:37][C:38]#[C:39][CH2:40][N:41]1[C:45](=[O:46])[C:44]([CH3:57])([C:47]2[CH:52]=[CH:51][C:50]([O:53][CH:54]([CH3:56])[CH3:55])=[CH:49][CH:48]=2)[NH:43][C:42]1=[O:58])(C(C)(C)C)(C1C=CC=CC=1)C1C=CC=CC=1.Cl, predict the reaction product. The product is: [OH:36][CH2:37][C:38]#[C:39][CH2:40][N:41]1[C:45](=[O:46])[C:44]([CH3:57])([C:47]2[CH:52]=[CH:51][C:50]([O:53][CH:54]([CH3:55])[CH3:56])=[CH:49][CH:48]=2)[NH:43][C:42]1=[O:58]. (5) Given the reactants Cl[C:2]1[N:7]=[C:6]([O:8][CH2:9][CH2:10][O:11][CH3:12])[C:5]([N+:13]([O-:15])=[O:14])=[CH:4][CH:3]=1.[C:16]([N:19]1[CH2:24][CH2:23][NH:22][CH2:21][CH2:20]1)(=[O:18])[CH3:17].C(N(CC)CC)C, predict the reaction product. The product is: [CH3:12][O:11][CH2:10][CH2:9][O:8][C:6]1[N:7]=[C:2]([N:22]2[CH2:23][CH2:24][N:19]([C:16](=[O:18])[CH3:17])[CH2:20][CH2:21]2)[CH:3]=[CH:4][C:5]=1[N+:13]([O-:15])=[O:14]. (6) Given the reactants C(NC1C=C(O[Si](C(C)C)(C(C)C)C(C)C)C=CC=1C(O)=O)(=O)C(C)C.[OH:27][C:28]([CH3:53])([CH3:52])[C:29]([NH:31][C:32]1[CH:40]=[C:39]([O:41][Si](C(C)C)(C(C)C)C(C)C)[CH:38]=[CH:37][C:33]=1[C:34]([OH:36])=O)=O.[Cl:54][C:55]1[CH:60]=[CH:59][C:58]([NH2:61])=[CH:57][C:56]=1F.ClC1C=CC(N)=CC=1, predict the reaction product. The product is: [Cl:54][C:55]1[CH:60]=[CH:59][C:58]([N:61]2[C:34](=[O:36])[C:33]3[C:32](=[CH:40][C:39]([OH:41])=[CH:38][CH:37]=3)[N:31]=[C:29]2[C:28]([OH:27])([CH3:52])[CH3:53])=[CH:57][CH:56]=1. (7) Given the reactants [Br:1][C:2]1[C:10]2[C:5](=[CH:6][CH:7]=[C:8]([N+:11]([O-])=O)[CH:9]=2)[N:4]([CH2:14][CH2:15][N:16]2[CH2:20][CH2:19][CH2:18][CH2:17]2)[N:3]=1.[Cl-].[NH4+], predict the reaction product. The product is: [Br:1][C:2]1[C:10]2[C:5](=[CH:6][CH:7]=[C:8]([NH2:11])[CH:9]=2)[N:4]([CH2:14][CH2:15][N:16]2[CH2:20][CH2:19][CH2:18][CH2:17]2)[N:3]=1. (8) Given the reactants Cl.[OH:2][CH2:3][C@H:4]1[CH2:9][CH2:8][C@H:7]([NH:10][C:11]([C@H:13]2[CH2:18][CH2:17][CH2:16][NH:15][CH2:14]2)=[O:12])[CH2:6][CH2:5]1.[Cl:19][C:20]1[C:21]([CH3:30])=[C:22]([S:26](Cl)(=[O:28])=[O:27])[CH:23]=[CH:24][CH:25]=1.C(N(CC)CC)C, predict the reaction product. The product is: [Cl:19][C:20]1[C:21]([CH3:30])=[C:22]([S:26]([N:15]2[CH2:16][CH2:17][CH2:18][C@H:13]([C:11]([NH:10][C@H:7]3[CH2:6][CH2:5][C@H:4]([CH2:3][OH:2])[CH2:9][CH2:8]3)=[O:12])[CH2:14]2)(=[O:28])=[O:27])[CH:23]=[CH:24][CH:25]=1. (9) Given the reactants [F:1][C:2]([F:17])([F:16])[C:3]([NH:5][C:6]1[CH:7]=[CH:8][CH:9]=[C:10]2[C:15]=1[N:14]=[CH:13][CH:12]=[CH:11]2)=[O:4].[Cl:18][S:19](O)(=[O:21])=[O:20], predict the reaction product. The product is: [F:17][C:2]([F:1])([F:16])[C:3]([NH:5][C:6]1[C:15]2[N:14]=[CH:13][CH:12]=[CH:11][C:10]=2[C:9]([S:19]([Cl:18])(=[O:21])=[O:20])=[CH:8][CH:7]=1)=[O:4]. (10) The product is: [F:17][C:14]1[CH:15]=[CH:16][C:11]([C:8]2[CH:9]=[CH:10][N:6]([CH2:5][CH:4]=[O:3])[N:7]=2)=[N:12][CH:13]=1. Given the reactants C([O:3][CH:4](OCC)[CH2:5][N:6]1[CH:10]=[CH:9][C:8]([C:11]2[CH:16]=[CH:15][C:14]([F:17])=[CH:13][N:12]=2)=[N:7]1)C.C(O)(C(F)(F)F)=O.C([O-])(O)=O.[Na+], predict the reaction product.